This data is from Full USPTO retrosynthesis dataset with 1.9M reactions from patents (1976-2016). The task is: Predict the reactants needed to synthesize the given product. (1) Given the product [CH2:1]([C:3]1[CH:4]=[CH:5][C:6]([O:17][CH3:14])=[CH:7][C:8]=1[O:12][CH2:22][CH2:23][N:24]([CH3:26])[CH3:25])[CH3:2], predict the reactants needed to synthesize it. The reactants are: [CH2:1]([C:3]1[CH:4]=[C:5](O)[CH:6]=[C:7](OC)[CH:8]=1)[CH3:2].[OH-:12].[K+].[C:14](=[O:17])([O-])[O-].[K+].[K+].Cl.Cl[CH2:22][CH2:23][N:24]([CH3:26])[CH3:25]. (2) Given the product [CH3:22][C:19]1[CH:20]=[CH:21][C:16]([S:13]([NH:12][C:8]2[CH:9]=[C:10]3[C:5](=[CH:6][CH:7]=2)[NH:4][C:3]([CH2:1][CH2:2][CH3:24])=[CH:11]3)(=[O:15])=[O:14])=[CH:17][CH:18]=1, predict the reactants needed to synthesize it. The reactants are: [CH2:1]([C:3]1[NH:4][C:5]2[C:10]([CH:11]=1)=[CH:9][C:8]([NH:12][S:13]([C:16]1[CH:21]=[CH:20][C:19]([CH3:22])=[CH:18][CH:17]=1)(=[O:15])=[O:14])=[CH:7][CH:6]=2)[CH3:2].N[C:24]1C=C2C(=CC=1)NC(CCC)=C2. (3) Given the product [CH3:6][C:7]1([CH3:26])[CH2:12][CH2:11][C:10]2([O:16][CH2:15][CH2:14][O:13]2)[CH2:9][C:8]1([CH2:47][CH2:48][CH2:49][CH2:50][CH2:51][CH2:52][CH2:53][CH2:54][CH2:55][CH2:56][OH:57])[S:17]([C:20]1[CH:25]=[CH:24][CH:23]=[CH:22][CH:21]=1)(=[O:19])=[O:18], predict the reactants needed to synthesize it. The reactants are: C([Li])CCC.[CH3:6][C:7]1([CH3:26])[CH2:12][CH2:11][C:10]2([O:16][CH2:15][CH2:14][O:13]2)[CH2:9][CH:8]1[S:17]([C:20]1[CH:25]=[CH:24][CH:23]=[CH:22][CH:21]=1)(=[O:19])=[O:18].C1(C(C2C=CC=CC=2)C2C=CC=CC=2)C=CC=CC=1.Br[CH2:47][CH2:48][CH2:49][CH2:50][CH2:51][CH2:52][CH2:53][CH2:54][CH2:55][CH2:56][OH:57].[Cl-].[NH4+]. (4) Given the product [NH2:21][C:16]1[CH:17]=[N:18][CH:19]=[CH:20][C:15]=1[C@@H:13]1[CH2:12][C@H:11]([CH3:24])[C@@:10]([CH2:26][CH3:27])([OH:25])[C@H:9]([O:8][Si:1]([C:4]([CH3:6])([CH3:5])[CH3:7])([CH3:3])[CH3:2])[CH2:14]1, predict the reactants needed to synthesize it. The reactants are: [Si:1]([O:8][C@@H:9]1[CH:14]=[C:13]([C:15]2[CH:20]=[CH:19][N:18]=[CH:17][C:16]=2[N+:21]([O-])=O)[CH2:12][C@H:11]([CH3:24])[C@@:10]1([C:26]#[CH:27])[OH:25])([C:4]([CH3:7])([CH3:6])[CH3:5])([CH3:3])[CH3:2]. (5) The reactants are: [N:1]1[C:6]2[NH:7][CH:8]=[CH:9][C:5]=2[C:4]([C:10]2[CH:11]=[C:12]([C:15]([OH:17])=O)[O:13][CH:14]=2)=[N:3][CH:2]=1.C1CN([P+](ON2N=[N:42][C:37]3[CH:38]=[CH:39][CH:40]=CC2=3)(N2CCCC2)N2CCCC2)CC1.F[P-](F)(F)(F)(F)F.CN1CCOCC1.[F:58][C:59]([F:68])([F:67])[CH2:60]NCCC1CC1. Given the product [CH:38]1([CH2:37][N:42]([CH2:60][C:59]([F:68])([F:67])[F:58])[C:15]([C:12]2[O:13][CH:14]=[C:10]([C:4]3[C:5]4[CH:9]=[CH:8][NH:7][C:6]=4[N:1]=[CH:2][N:3]=3)[CH:11]=2)=[O:17])[CH2:39][CH2:40]1, predict the reactants needed to synthesize it. (6) The reactants are: [CH:1]([O:4][C:5]([N:7]1[CH2:12][CH2:11][CH:10]([CH:13]2[CH2:17][C:16]3[CH:18]=[C:19](Br)[CH:20]=[CH:21][C:15]=3[O:14]2)[CH2:9][CH2:8]1)=[O:6])([CH3:3])[CH3:2].[CH3:23][S:24]([C:27]1[CH:32]=[CH:31][C:30](B(O)O)=[CH:29][CH:28]=1)(=[O:26])=[O:25].C([O-])([O-])=O.[Na+].[Na+]. Given the product [CH:1]([O:4][C:5]([N:7]1[CH2:12][CH2:11][CH:10]([CH:13]2[CH2:17][C:16]3[CH:18]=[C:19]([C:30]4[CH:31]=[CH:32][C:27]([S:24]([CH3:23])(=[O:26])=[O:25])=[CH:28][CH:29]=4)[CH:20]=[CH:21][C:15]=3[O:14]2)[CH2:9][CH2:8]1)=[O:6])([CH3:3])[CH3:2], predict the reactants needed to synthesize it.